Dataset: Forward reaction prediction with 1.9M reactions from USPTO patents (1976-2016). Task: Predict the product of the given reaction. (1) Given the reactants Br[C:2]1[S:6][C:5]([NH:7][C:8]([NH:10][C:11]2[CH:16]=[CH:15][C:14]([CH3:17])=[CH:13][C:12]=2[C:18]([CH:20]2[CH2:24][CH2:23][CH2:22][CH2:21]2)=[O:19])=[O:9])=[N:4][CH:3]=1.[CH2:25]([O:27][C:28]([C:30]1[N:31]=[C:32]([SH:35])[NH:33][CH:34]=1)=[O:29])[CH3:26], predict the reaction product. The product is: [CH2:25]([O:27][C:28]([C:30]1[N:31]=[C:32]([S:35][C:2]2[S:6][C:5]([NH:7][C:8]([NH:10][C:11]3[CH:16]=[CH:15][C:14]([CH3:17])=[CH:13][C:12]=3[C:18]([CH:20]3[CH2:24][CH2:23][CH2:22][CH2:21]3)=[O:19])=[O:9])=[N:4][CH:3]=2)[NH:33][CH:34]=1)=[O:29])[CH3:26]. (2) Given the reactants [CH:1]([C@@H:3]1[CH2:7][CH2:6][CH2:5][N:4]1[C:8]([C@@H:10]([CH2:19][CH:20]=[CH2:21])[CH2:11][C:12]([O:14][C:15]([CH3:18])([CH3:17])[CH3:16])=[O:13])=[O:9])=[O:2].[CH3:22][Mg]Br, predict the reaction product. The product is: [OH:2][C@H:1]([C@@H:3]1[CH2:7][CH2:6][CH2:5][N:4]1[C:8]([C@@H:10]([CH2:19][CH:20]=[CH2:21])[CH2:11][C:12]([O:14][C:15]([CH3:16])([CH3:17])[CH3:18])=[O:13])=[O:9])[CH3:22]. (3) Given the reactants F[C:2]1[CH:7]=[CH:6][C:5]([C:8]2[C:17](=[O:18])[C:16]3[C:11](=[CH:12][CH:13]=[N:14][C:15]=3[NH:19]C3C=CC(Cl)=CC=3)[NH:10][CH:9]=2)=[CH:4][CH:3]=1.Cl[C:28]1[CH:33]=[CH:32][C:31]([CH2:34][C:35](OCC)=O)=[CH:30][CH:29]=1.F[C:41]1C=CC(CC(OCC)=O)=CC=1.C(N)CC1C=CC=CC=1.ClC1C=CC(N)=CC=1, predict the reaction product. The product is: [C:2]1([CH3:41])[CH:7]=[CH:6][C:5]([C:8]2[C:17](=[O:18])[C:16]3[C:11](=[CH:12][CH:13]=[N:14][C:15]=3[NH:19][CH2:35][CH2:34][C:31]3[CH:32]=[CH:33][CH:28]=[CH:29][CH:30]=3)[NH:10][CH:9]=2)=[CH:4][CH:3]=1. (4) The product is: [ClH:1].[ClH:1].[CH2:46]([N:25]([CH2:23][CH3:24])[CH2:26][CH2:27][NH:28][C:29]([C:31]1[C:44]2[C:35](=[CH:36][C:37]3[C:42]([N:43]=2)=[CH:41][C:40]([I:45])=[CH:39][CH:38]=3)[CH:34]=[CH:33][CH:32]=1)=[O:30])[CH3:47]. Given the reactants [ClH:1].C(N(CC)CCNC(C1C=CC2C(=CC=C(I)C=2)C=1)=O)C.[CH2:23]([N:25]([CH2:46][CH3:47])[CH2:26][CH2:27][NH:28][C:29]([C:31]1[C:44]2[C:35](=[CH:36][C:37]3[C:42]([N:43]=2)=[CH:41][C:40]([I:45])=[CH:39][CH:38]=3)[CH:34]=[CH:33][CH:32]=1)=[O:30])[CH3:24].[K+].[Br-], predict the reaction product. (5) The product is: [O:34]1[C:38]2[CH:39]=[CH:40][C:41]([C:2]3[CH:7]=[CH:6][C:5]([C:8]4[N:12]([CH2:13][C@@H:14]5[CH2:18][CH2:17][N:16]([C:19]([CH:21]6[CH2:22][CH2:23]6)=[O:20])[CH2:15]5)[C:11](=[O:24])[C:10]5([CH2:25][CH2:26][N:27]([C:30]([O:32][CH3:33])=[O:31])[CH2:28][CH2:29]5)[N:9]=4)=[CH:4][CH:3]=3)=[CH:42][C:37]=2[CH:36]=[CH:35]1. Given the reactants Br[C:2]1[CH:7]=[CH:6][C:5]([C:8]2[N:12]([CH2:13][C@@H:14]3[CH2:18][CH2:17][N:16]([C:19]([CH:21]4[CH2:23][CH2:22]4)=[O:20])[CH2:15]3)[C:11](=[O:24])[C:10]3([CH2:29][CH2:28][N:27]([C:30]([O:32][CH3:33])=[O:31])[CH2:26][CH2:25]3)[N:9]=2)=[CH:4][CH:3]=1.[O:34]1[C:38]2[CH:39]=[CH:40][C:41](B(O)O)=[CH:42][C:37]=2[CH:36]=[CH:35]1, predict the reaction product. (6) Given the reactants [Br:1][C:2]1[CH:3]=[CH:4][C:5]([N+:22]([O-])=O)=[C:6]([CH:21]=1)/[CH:7]=[N:8]/[C:9]1[CH:19]=[CH:18][C:12]([C:13]([O:15][CH2:16][CH3:17])=[O:14])=[CH:11][C:10]=1[F:20].P(OCC)(OCC)(OCC)=O, predict the reaction product. The product is: [Br:1][C:2]1[CH:3]=[CH:4][C:5]2[C:6](=[CH:7][N:8]([C:9]3[CH:19]=[CH:18][C:12]([C:13]([O:15][CH2:16][CH3:17])=[O:14])=[CH:11][C:10]=3[F:20])[N:22]=2)[CH:21]=1. (7) Given the reactants [F:1][C:2]1[CH:7]=[CH:6][C:5]([CH2:8][C:9](=[O:14])[CH2:10][CH2:11][CH:12]=O)=[CH:4][CH:3]=1.C[O-].[Na+], predict the reaction product. The product is: [F:1][C:2]1[CH:7]=[CH:6][C:5]([C:8]2[C:9](=[O:14])[CH2:10][CH2:11][CH:12]=2)=[CH:4][CH:3]=1. (8) Given the reactants [CH2:1]1[O:5][C:4]2[CH:6]=[C:7]([OH:10])[CH:8]=[CH:9][C:3]=2[O:2]1.[H-].[Na+].I[CH3:14], predict the reaction product. The product is: [CH3:14][O:10][C:7]1[CH:8]=[CH:9][C:3]2[O:2][CH2:1][O:5][C:4]=2[CH:6]=1.